The task is: Regression. Given a peptide amino acid sequence and an MHC pseudo amino acid sequence, predict their binding affinity value. This is MHC class II binding data.. This data is from Peptide-MHC class II binding affinity with 134,281 pairs from IEDB. (1) The peptide sequence is SACLSPQAYQQGVTVDSIGMLPRFIPENQRTVAVY. The MHC is DRB1_1101 with pseudo-sequence DRB1_1101. The binding affinity (normalized) is 0.650. (2) The peptide sequence is EFKLLSEEKVPWDQV. The MHC is DRB4_0103 with pseudo-sequence DRB4_0103. The binding affinity (normalized) is 0.378. (3) The peptide sequence is QVAQYKALPVVLENA. The MHC is HLA-DQA10104-DQB10503 with pseudo-sequence HLA-DQA10104-DQB10503. The binding affinity (normalized) is 0.407.